Dataset: Forward reaction prediction with 1.9M reactions from USPTO patents (1976-2016). Task: Predict the product of the given reaction. (1) Given the reactants C1COCC1.Br[CH:7]1[CH2:9][CH2:8]1.[Cl:10][C:11]1[CH:18]=[CH:17][CH:16]=[CH:15][C:12]=1[C:13]#[N:14].[BH4-].[Na+], predict the reaction product. The product is: [CH:7]1([CH:13]([C:12]2[CH:15]=[CH:16][CH:17]=[CH:18][C:11]=2[Cl:10])[NH2:14])[CH2:9][CH2:8]1. (2) Given the reactants [Cl:1][C:2]1[CH:7]=[CH:6][C:5]([C@H:8]2[C@@H:12]([C:13]3[CH:18]=[CH:17][C:16]([Cl:19])=[CH:15][CH:14]=3)[N:11]([C:20](Cl)=[O:21])[C:10]([C:23]3[CH:28]=[CH:27][C:26]([C:29]([C:32]#[N:33])([CH3:31])[CH3:30])=[CH:25][C:24]=3[O:34][CH2:35][CH3:36])=[N:9]2)=[CH:4][CH:3]=1.[CH3:37][O:38][N:39]([CH3:49])[C:40](=[O:48])[CH2:41][N:42]1[CH2:47][CH2:46][NH:45][CH2:44][CH2:43]1, predict the reaction product. The product is: [Cl:1][C:2]1[CH:7]=[CH:6][C:5]([C@H:8]2[C@@H:12]([C:13]3[CH:14]=[CH:15][C:16]([Cl:19])=[CH:17][CH:18]=3)[N:11]([C:20]([N:45]3[CH2:44][CH2:43][N:42]([CH2:41][C:40]([N:39]([O:38][CH3:37])[CH3:49])=[O:48])[CH2:47][CH2:46]3)=[O:21])[C:10]([C:23]3[CH:28]=[CH:27][C:26]([C:29]([C:32]#[N:33])([CH3:31])[CH3:30])=[CH:25][C:24]=3[O:34][CH2:35][CH3:36])=[N:9]2)=[CH:4][CH:3]=1. (3) The product is: [Cl:1][C:2]1[N:7]=[C:6]([NH:10][CH2:11][CH:12]2[N:16]([CH3:17])[C:15](=[O:18])[CH2:14][CH2:13]2)[C:5]([Cl:9])=[CH:4][N:3]=1. Given the reactants [Cl:1][C:2]1[N:7]=[C:6](Cl)[C:5]([Cl:9])=[CH:4][N:3]=1.[NH2:10][CH2:11][CH:12]1[N:16]([CH3:17])[C:15](=[O:18])[CH2:14][CH2:13]1, predict the reaction product. (4) Given the reactants [C:1](=O)([O-])[O-].[Na+].[Na+].Br[C:8]1[C:9]([C:21]#[C:22][C:23]2[CH:28]=[CH:27][C:26]([O:29][CH2:30][CH2:31][N:32]3[CH2:37][CH2:36][CH:35]([CH3:38])[CH2:34][CH2:33]3)=[CH:25][CH:24]=2)=[N:10][CH:11]=[C:12]([C:14]2[CH:19]=[CH:18][C:17]([Cl:20])=[CH:16][CH:15]=2)[CH:13]=1.COB(O)O, predict the reaction product. The product is: [Cl:20][C:17]1[CH:18]=[CH:19][C:14]([C:12]2[CH:13]=[C:8]([CH3:1])[C:9]([C:21]#[C:22][C:23]3[CH:28]=[CH:27][C:26]([O:29][CH2:30][CH2:31][N:32]4[CH2:37][CH2:36][CH:35]([CH3:38])[CH2:34][CH2:33]4)=[CH:25][CH:24]=3)=[N:10][CH:11]=2)=[CH:15][CH:16]=1.